This data is from Catalyst prediction with 721,799 reactions and 888 catalyst types from USPTO. The task is: Predict which catalyst facilitates the given reaction. (1) Reactant: Cl.[NH2:2][C:3]([CH3:8])([CH3:7])[C:4]#[C:5][CH3:6].[Cl:9][C:10]1[CH:11]=[C:12]([CH:21]=[C:22]([Cl:24])[CH:23]=1)[O:13][CH:14]([O:18][CH2:19][CH3:20])[C:15](O)=[O:16].ON1C2C=CC=CC=2N=N1.Cl.CN(C)CCCN=C=NCC. Product: [Cl:9][C:10]1[CH:11]=[C:12]([CH:21]=[C:22]([Cl:24])[CH:23]=1)[O:13][CH:14]([O:18][CH2:19][CH3:20])[C:15]([NH:2][C:3]([CH3:8])([C:4]#[C:5][CH3:6])[CH3:7])=[O:16]. The catalyst class is: 851. (2) Reactant: [C:1]([NH:4][C:5]1[N:9]([C:10]2[CH:15]=[C:14]([S:16][CH2:17][C:18]([F:21])([F:20])[F:19])[C:13]([CH3:22])=[CH:12][C:11]=2[F:23])[N:8]=[C:7]([O:24][CH2:25][C:26]([F:32])([F:31])[C:27]([F:30])([F:29])[F:28])[CH:6]=1)(=[O:3])[CH3:2].ClC1C=CC=C(C(OO)=[O:41])C=1. Product: [C:1]([NH:4][C:5]1[N:9]([C:10]2[CH:15]=[C:14]([S:16]([CH2:17][C:18]([F:20])([F:21])[F:19])=[O:41])[C:13]([CH3:22])=[CH:12][C:11]=2[F:23])[N:8]=[C:7]([O:24][CH2:25][C:26]([F:32])([F:31])[C:27]([F:29])([F:30])[F:28])[CH:6]=1)(=[O:3])[CH3:2]. The catalyst class is: 22. (3) Reactant: [CH:1]([N:4]1[CH2:9][CH2:8][N:7]([C:10]([C:12]2[CH:13]=[C:14]3[C:18](=[CH:19][CH:20]=2)[NH:17][C:16]([C:21](O)=[O:22])=[CH:15]3)=[O:11])[CH2:6][CH2:5]1)([CH3:3])[CH3:2].Cl.F[B-](F)(F)F.[N:30]1(OC(N(C)C)=[N+](C)C)[C:34]2[CH:35]=[CH:36][CH:37]=[CH:38][C:33]=2N=N1.N1CCCCCC1.C(N(CC)C(C)C)(C)C. Product: [N:30]1([C:21]([C:16]2[NH:17][C:18]3[C:14]([CH:15]=2)=[CH:13][C:12]([C:10]([N:7]2[CH2:8][CH2:9][N:4]([CH:1]([CH3:2])[CH3:3])[CH2:5][CH2:6]2)=[O:11])=[CH:20][CH:19]=3)=[O:22])[CH2:35][CH2:36][CH2:37][CH2:38][CH2:33][CH2:34]1. The catalyst class is: 9. (4) The catalyst class is: 12. Product: [ClH:32].[CH3:1][S:2]([C:5]1[CH:10]=[CH:9][C:8]([C:11]2[CH:12]=[CH:13][C:14]([O:17][CH2:18][CH:19]3[CH2:24][CH2:23][NH:22][CH2:21][CH2:20]3)=[CH:15][N:16]=2)=[CH:7][CH:6]=1)(=[O:3])=[O:4]. Reactant: [CH3:1][S:2]([C:5]1[CH:10]=[CH:9][C:8]([C:11]2[N:16]=[CH:15][C:14]([O:17][CH2:18][CH:19]3[CH2:24][CH2:23][N:22](C(OC(C)(C)C)=O)[CH2:21][CH2:20]3)=[CH:13][CH:12]=2)=[CH:7][CH:6]=1)(=[O:4])=[O:3].[ClH:32].CO. (5) Reactant: [NH2:1][C:2]1([CH2:5][C:6]([O:8][CH3:9])=[O:7])[CH2:4][CH2:3]1.C(N([CH2:15][CH3:16])CC)C.Cl[C:18]([CH2:20][C:21]([OH:23])=[O:22])=[O:19]. Product: [CH3:9][O:8][C:6](=[O:7])[CH2:5][C:2]1([NH:1][C:18](=[O:19])[CH2:20][C:21]([O:23][CH2:15][CH3:16])=[O:22])[CH2:4][CH2:3]1. The catalyst class is: 4. (6) Reactant: [Cl:1][C:2]1[CH:3]=[C:4]([C@@H:8]([OH:38])[CH2:9][N:10]([C@H:18]([CH3:37])[CH2:19][C:20]2[CH:25]=[CH:24][C:23]([S:26][Si](C(C)C)(C(C)C)C(C)C)=[CH:22][CH:21]=2)[C:11](=[O:17])[O:12][C:13]([CH3:16])([CH3:15])[CH3:14])[CH:5]=[CH:6][CH:7]=1.[Cl:39][C:40]1[CH:47]=[CH:46][CH:45]=[C:44](F)[C:41]=1[CH:42]=[O:43].[F-].[Cs+].O. Product: [Cl:39][C:40]1[C:41]([CH:42]=[O:43])=[C:44]([S:26][C:23]2[CH:22]=[CH:21][C:20]([CH2:19][C@H:18]([N:10]([CH2:9][C@@H:8]([C:4]3[CH:5]=[CH:6][CH:7]=[C:2]([Cl:1])[CH:3]=3)[OH:38])[C:11](=[O:17])[O:12][C:13]([CH3:16])([CH3:14])[CH3:15])[CH3:37])=[CH:25][CH:24]=2)[CH:45]=[CH:46][CH:47]=1. The catalyst class is: 9.